The task is: Predict which catalyst facilitates the given reaction.. This data is from Catalyst prediction with 721,799 reactions and 888 catalyst types from USPTO. (1) Reactant: C(OC([N:8]([CH2:41][C:42]([O:44]C(C)(C)C)=[O:43])[C:9]1[CH:14]=[CH:13][CH:12]=[C:11]([CH:15]([S:31]([C:34]2[CH:39]=[CH:38][C:37]([F:40])=[CH:36][CH:35]=2)(=[O:33])=[O:32])[NH:16][CH2:17][C:18]2[CH:23]=[CH:22][C:21]([C:24]([CH3:30])([CH3:29])[CH2:25][CH2:26][CH2:27][CH3:28])=[CH:20][CH:19]=2)[N:10]=1)=O)(C)(C)C.Cl.O1CCOCC1. Product: [F:40][C:37]1[CH:36]=[CH:35][C:34]([S:31]([CH:15]([NH:16][CH2:17][C:18]2[CH:19]=[CH:20][C:21]([C:24]([CH3:29])([CH3:30])[CH2:25][CH2:26][CH2:27][CH3:28])=[CH:22][CH:23]=2)[C:11]2[N:10]=[C:9]([NH:8][CH2:41][C:42]([OH:44])=[O:43])[CH:14]=[CH:13][CH:12]=2)(=[O:33])=[O:32])=[CH:39][CH:38]=1. The catalyst class is: 6. (2) Reactant: [C:1]1([S:7]([C:10]2[CH:11]=[C:12]3[C:16](=[CH:17][CH:18]=2)[NH:15][CH:14]=[C:13]3[CH2:19][CH2:20][NH:21][C:22](=[O:28])[O:23][C:24]([CH3:27])([CH3:26])[CH3:25])(=[O:9])=[O:8])[CH:6]=[CH:5][CH:4]=[CH:3][CH:2]=1.[C:29]([O-])([O-])=O.[Cs+].[Cs+].S(OC)(OC)(=O)=O. Product: [CH3:29][N:15]1[C:16]2[C:12](=[CH:11][C:10]([S:7]([C:1]3[CH:2]=[CH:3][CH:4]=[CH:5][CH:6]=3)(=[O:8])=[O:9])=[CH:18][CH:17]=2)[C:13]([CH2:19][CH2:20][NH:21][C:22](=[O:28])[O:23][C:24]([CH3:25])([CH3:27])[CH3:26])=[CH:14]1. The catalyst class is: 21.